This data is from Reaction yield outcomes from USPTO patents with 853,638 reactions. The task is: Predict the reaction yield, written as a fraction of the theoretical maximum amount of product (1.0 means a 100% yield; for example, 0.34 means a 34% yield). The reactants are [F:1][C:2]1[CH:7]=[CH:6][C:5]([C:8]#[C:9][CH2:10][CH2:11][C:12]#[C:13][Si](C)(C)C)=[CH:4][CH:3]=1.[F-].C([N+](CCCC)(CCCC)CCCC)CCC.C1COCC1. No catalyst specified. The product is [F:1][C:2]1[CH:7]=[CH:6][C:5]([C:8]#[C:9][CH2:10][CH2:11][C:12]#[CH:13])=[CH:4][CH:3]=1. The yield is 0.450.